This data is from Forward reaction prediction with 1.9M reactions from USPTO patents (1976-2016). The task is: Predict the product of the given reaction. Given the reactants [Cl:1]C1C=C(N2CCN([C:14]([C:16]3[N:17]([C:22]4[CH:27]=[CH:26][CH:25]=[CH:24][CH:23]=4)N=[C:19]([CH3:21])[CH:20]=3)=[O:15])CC2)C=CC=1.[CH3:28][O:29][C:30]1[CH:31]=[C:32]([N:38]2[CH2:43][CH2:42][NH:41][CH2:40][CH2:39]2)[CH:33]=[C:34]([O:36][CH3:37])[CH:35]=1, predict the reaction product. The product is: [ClH:1].[CH3:28][O:29][C:30]1[CH:31]=[C:32]([N:38]2[CH2:39][CH2:40][N:41]([C:14]([C:16]3[N:17]([C:22]4[CH:23]=[CH:24][CH:25]=[CH:26][CH:27]=4)[CH:21]=[CH:19][CH:20]=3)=[O:15])[CH2:42][CH2:43]2)[CH:33]=[C:34]([O:36][CH3:37])[CH:35]=1.